Dataset: Catalyst prediction with 721,799 reactions and 888 catalyst types from USPTO. Task: Predict which catalyst facilitates the given reaction. Product: [Cl:2][CH2:3][C:4]1[CH:13]=[CH:12][C:11]2[C:6](=[CH:7][CH:8]=[CH:9][CH:10]=2)[N:5]=1. Reactant: Cl.[Cl:2][CH2:3][C:4]1[CH:13]=[CH:12][C:11]2[C:6](=[CH:7][CH:8]=[CH:9][CH:10]=2)[N:5]=1.C([O-])(O)=O.[Na+]. The catalyst class is: 161.